From a dataset of Reaction yield outcomes from USPTO patents with 853,638 reactions. Predict the reaction yield, written as a fraction of the theoretical maximum amount of product (1.0 means a 100% yield; for example, 0.34 means a 34% yield). (1) The reactants are [F:1][C:2]1[CH:8]=[C:7]([I:9])[CH:6]=[CH:5][C:3]=1[NH2:4].[Li+].CC([N-]C(C)C)C.Cl[C:19]1[C:20]([C:28]([OH:30])=[O:29])=[CH:21][N:22]([CH3:27])[C:23](=[O:26])[C:24]=1[CH3:25]. The yield is 0.520. The catalyst is C1COCC1. The product is [F:1][C:2]1[CH:8]=[C:7]([I:9])[CH:6]=[CH:5][C:3]=1[NH:4][C:19]1[C:20]([C:28]([OH:30])=[O:29])=[CH:21][N:22]([CH3:27])[C:23](=[O:26])[C:24]=1[CH3:25]. (2) The reactants are [Cl:1]/[CH:2]=[CH:3]\Cl.[CH:5]([C@@H:8]1[CH2:13][CH2:12][C@@H:11]([CH3:14])[CH2:10][C@H:9]1[O:15][CH2:16][CH2:17][CH2:18][CH2:19][CH2:20][CH2:21]C=C)([CH3:7])[CH3:6]. The catalyst is C1C=CC=CC=1. The product is [Cl:1]/[CH:2]=[CH:3]\[CH2:21][CH2:20][CH2:19][CH2:18][CH2:17][CH2:16][O:15][C@@H:9]1[CH2:10][C@H:11]([CH3:14])[CH2:12][CH2:13][C@H:8]1[CH:5]([CH3:6])[CH3:7]. The yield is 0.730. (3) The reactants are [Cl:1][C:2]1[CH:7]=[CH:6][C:5]([CH3:8])=[CH:4][C:3]=1[O:9][CH3:10].C1C(=O)N([Br:18])C(=O)C1.CC(N=NC(C#N)(C)C)(C#N)C. The catalyst is C(Cl)(Cl)(Cl)Cl. The product is [Br:18][CH2:8][C:5]1[CH:6]=[CH:7][C:2]([Cl:1])=[C:3]([O:9][CH3:10])[CH:4]=1. The yield is 0.920. (4) The reactants are Br[C:2]1[NH:6][C:5]([C@@H:7]2[CH2:11][CH2:10][CH2:9][N:8]2[C:12](=[O:22])[C@@H:13]([NH:17][C:18](=[O:21])[O:19][CH3:20])[CH:14]([CH3:16])[CH3:15])=[N:4][CH:3]=1.CC1(C)C(C)(C)OB([C:31]2[CH:36]=[C:35]3[CH2:37][O:38][C:39]4[CH:63]=[C:62]5[C:42]([CH:43]=[CH:44][C:45]6[N:49]=[C:48]([CH:50]7[CH2:54][CH2:53][CH2:52][N:51]7[C:55]([O:57][C:58]([CH3:61])([CH3:60])[CH3:59])=[O:56])[NH:47][C:46]=65)=[CH:41][C:40]=4[C:34]3=[CH:33][CH:32]=2)O1.C(=O)([O-])[O-].[K+].[K+]. The catalyst is COCCOC.CN(C)C=O.C1C=CC(P(C2C=CC=CC=2)[C-]2C=CC=C2)=CC=1.C1C=CC(P(C2C=CC=CC=2)[C-]2C=CC=C2)=CC=1.Cl[Pd]Cl.[Fe+2]. The product is [CH3:20][O:19][C:18]([NH:17][C@H:13]([C:12]([N:8]1[CH2:9][CH2:10][CH2:11][CH:7]1[C:5]1[NH:6][C:2]([C:31]2[CH:36]=[C:35]3[CH2:37][O:38][C:39]4[CH:63]=[C:62]5[C:42]([CH:43]=[CH:44][C:45]6[N:49]=[C:48]([CH:50]7[CH2:54][CH2:53][CH2:52][N:51]7[C:55]([O:57][C:58]([CH3:59])([CH3:60])[CH3:61])=[O:56])[NH:47][C:46]=65)=[CH:41][C:40]=4[C:34]3=[CH:33][CH:32]=2)=[CH:3][N:4]=1)=[O:22])[CH:14]([CH3:16])[CH3:15])=[O:21]. The yield is 0.590. (5) The reactants are C([C@@H:3]1[C@@H:7]([C:8]2[CH:13]=[CH:12][CH:11]=[CH:10][CH:9]=2)[O:6][C:5]([CH3:15])([CH3:14])[N:4]1[C:16]([O:18][C:19]([CH3:22])([CH3:21])[CH3:20])=[O:17])=O.C1(P(=[CH:42][CH:43]=[O:44])(C2C=CC=CC=2)C2C=CC=CC=2)C=CC=CC=1.[CH2:45](Cl)Cl. No catalyst specified. The product is [CH3:14][C:5]1([CH3:15])[N:4]([C:16]([O:18][C:19]([CH3:21])([CH3:20])[CH3:22])=[O:17])[C@H:3](/[CH:45]=[CH:42]/[CH:43]=[O:44])[C@@H:7]([C:8]2[CH:13]=[CH:12][CH:11]=[CH:10][CH:9]=2)[O:6]1. The yield is 0.720. (6) The reactants are [C:1]([O:5][C:6](=[O:31])[CH:7]([NH:16][C:17]1[C:22]([N+:23]([O-:25])=[O:24])=[CH:21][N:20]=[C:19]([N:26]([CH2:29][CH3:30])[CH2:27][CH3:28])[N:18]=1)[CH2:8][C:9]1[CH:14]=[CH:13][C:12]([OH:15])=[CH:11][CH:10]=1)([CH3:4])([CH3:3])[CH3:2].C(N(CC)CC)C.[CH3:39][N:40]([CH3:44])[C:41](Cl)=[O:42]. The catalyst is C(Cl)Cl.CN(C1C=CN=CC=1)C. The product is [C:1]([O:5][C:6](=[O:31])[CH:7]([NH:16][C:17]1[C:22]([N+:23]([O-:25])=[O:24])=[CH:21][N:20]=[C:19]([N:26]([CH2:27][CH3:28])[CH2:29][CH3:30])[N:18]=1)[CH2:8][C:9]1[CH:14]=[CH:13][C:12]([O:15][C:41](=[O:42])[N:40]([CH3:44])[CH3:39])=[CH:11][CH:10]=1)([CH3:4])([CH3:2])[CH3:3]. The yield is 0.990. (7) The reactants are C(O)(C(F)(F)F)=O.C(OC([N:15]1[CH2:20][CH2:19][N:18]([C:21]2[O:22][C:23]([C@@H:26]3[CH2:32][CH2:31][C@@H:30]4[CH2:33][N:27]3[C:28](=[O:39])[N:29]4[O:34][S:35]([OH:38])(=[O:37])=[O:36])=[N:24][N:25]=2)[CH2:17][CH2:16]1)=O)(C)(C)C.C([N+](CCCC)(CCCC)CCCC)CCC. The catalyst is C(Cl)Cl.CCOCC. The product is [S:35]([OH:38])([O:34][N:29]1[C:28](=[O:39])[N:27]2[CH2:33][C@H:30]1[CH2:31][CH2:32][C@H:26]2[C:23]1[O:22][C:21]([N:18]2[CH2:19][CH2:20][NH:15][CH2:16][CH2:17]2)=[N:25][N:24]=1)(=[O:36])=[O:37]. The yield is 0.350. (8) The reactants are [CH:1]1([C:5]2[O:9][C:8]([NH:10][C:11]3[CH:16]=[CH:15][C:14]([C:17]4[CH:22]=[CH:21][C:20]([C:23]56[CH2:30][CH2:29][C:26]([CH2:31][C:32]([O:34]C)=[O:33])([CH2:27][CH2:28]5)[CH2:25][O:24]6)=[CH:19][CH:18]=4)=[CH:13][CH:12]=3)=[N:7][N:6]=2)[CH2:4][CH2:3][CH2:2]1.O.[OH-].[Li+].O1CCCC1.[NH4+].[OH-]. The catalyst is C(#N)C.O.O.C(O)C. The product is [CH:1]1([C:5]2[O:9][C:8]([NH:10][C:11]3[CH:12]=[CH:13][C:14]([C:17]4[CH:22]=[CH:21][C:20]([C:23]56[CH2:28][CH2:27][C:26]([CH2:31][C:32]([OH:34])=[O:33])([CH2:29][CH2:30]5)[CH2:25][O:24]6)=[CH:19][CH:18]=4)=[CH:15][CH:16]=3)=[N:7][N:6]=2)[CH2:2][CH2:3][CH2:4]1. The yield is 0.390. (9) The reactants are [N:1]1([CH2:7][CH2:8][O:9][C:10]2[CH:41]=[CH:40][C:13]([O:14][C:15]3[C:24]([C:25]4[CH:30]=[CH:29][C:28]([S:31]([CH2:34][C:35]([F:38])([F:37])[F:36])(=[O:33])=[O:32])=[CH:27][CH:26]=4)=[CH:23][CH:22]=[C:21]4[C:16]=3[CH:17]=[CH:18][C:19]([OH:39])=[CH:20]4)=[CH:12][CH:11]=2)[CH2:6][CH2:5][CH2:4][CH2:3][CH2:2]1.[ClH:42].C(OCC)C. The catalyst is ClCCl. The product is [ClH:42].[N:1]1([CH2:7][CH2:8][O:9][C:10]2[CH:41]=[CH:40][C:13]([O:14][C:15]3[C:24]([C:25]4[CH:30]=[CH:29][C:28]([S:31]([CH2:34][C:35]([F:36])([F:37])[F:38])(=[O:32])=[O:33])=[CH:27][CH:26]=4)=[CH:23][CH:22]=[C:21]4[C:16]=3[CH:17]=[CH:18][C:19]([OH:39])=[CH:20]4)=[CH:12][CH:11]=2)[CH2:6][CH2:5][CH2:4][CH2:3][CH2:2]1. The yield is 0.970.